Dataset: Catalyst prediction with 721,799 reactions and 888 catalyst types from USPTO. Task: Predict which catalyst facilitates the given reaction. (1) Reactant: [NH2:1][C:2]1[CH:7]=[CH:6][C:5]([C:8]2[N:13]3[N:14]=[C:15]([NH:17][C:18]([CH:20]4[CH2:22][CH2:21]4)=[O:19])[N:16]=[C:12]3[CH:11]=[CH:10][CH:9]=2)=[CH:4][CH:3]=1.N1C=CC=CC=1.[CH2:29]([S:31](Cl)(=[O:33])=[O:32])[CH3:30]. Product: [CH2:29]([S:31]([NH:1][C:2]1[CH:7]=[CH:6][C:5]([C:8]2[N:13]3[N:14]=[C:15]([NH:17][C:18]([CH:20]4[CH2:21][CH2:22]4)=[O:19])[N:16]=[C:12]3[CH:11]=[CH:10][CH:9]=2)=[CH:4][CH:3]=1)(=[O:33])=[O:32])[CH3:30]. The catalyst class is: 4. (2) Reactant: C[O:2][C:3](=[O:35])[CH2:4][CH2:5][C:6]1[CH:11]=[CH:10][C:9]([O:12][CH2:13][CH2:14][C@H:15]([O:17][C:18]2[CH:23]=[CH:22][C:21]([CH2:24][CH3:25])=[CH:20][C:19]=2[C:26]([C:28]2[CH:33]=[CH:32][CH:31]=[CH:30][N:29]=2)=[O:27])[CH3:16])=[CH:8][C:7]=1[CH3:34].[OH-].[Na+].Cl. Product: [CH2:24]([C:21]1[CH:22]=[CH:23][C:18]([O:17][C@H:15]([CH3:16])[CH2:14][CH2:13][O:12][C:9]2[CH:10]=[CH:11][C:6]([CH2:5][CH2:4][C:3]([OH:35])=[O:2])=[C:7]([CH3:34])[CH:8]=2)=[C:19]([C:26]([C:28]2[CH:33]=[CH:32][CH:31]=[CH:30][N:29]=2)=[O:27])[CH:20]=1)[CH3:25]. The catalyst class is: 24. (3) Reactant: [Si]([O:8][CH2:9][CH:10]([NH:15][C:16](=[O:22])[O:17][C:18]([CH3:21])([CH3:20])[CH3:19])[C:11](=[O:14])[CH2:12][CH3:13])(C(C)(C)C)(C)C.C1COCC1.O.[Na+].[Cl-].C([O-])(O)=O.[Na+]. Product: [OH:8][CH2:9][CH:10]([NH:15][C:16](=[O:22])[O:17][C:18]([CH3:21])([CH3:20])[CH3:19])[C:11](=[O:14])[CH2:12][CH3:13]. The catalyst class is: 15. (4) Reactant: [CH3:1][C:2]1[CH:6]=[C:5]([CH2:7][NH2:8])[O:4][N:3]=1.P([O-])([O-])([O-])=O.[K+].[K+].[K+].COC1C=CC=C(OC)C=1C1C=CC=CC=1P(C1CCCCC1)C1CCCCC1.I[C:47]1[CH:56]=[CH:55][CH:54]=[CH:53][C:48]=1[C:49]([O:51][CH3:52])=[O:50]. Product: [CH3:1][C:2]1[CH:6]=[C:5]([CH2:7][NH:8][C:47]2[CH:56]=[CH:55][CH:54]=[CH:53][C:48]=2[C:49]([O:51][CH3:52])=[O:50])[O:4][N:3]=1. The catalyst class is: 491.